Dataset: Forward reaction prediction with 1.9M reactions from USPTO patents (1976-2016). Task: Predict the product of the given reaction. (1) Given the reactants [CH2:1]([NH:8][C:9]([C:11]1[S:12][CH:13]=[CH:14][C:15]=1[NH:16][C:17]1[C:18]2[CH:25]=[CH:24][NH:23][C:19]=2[N:20]=[CH:21][N:22]=1)=[O:10])[C:2]1[CH:7]=[CH:6][CH:5]=[CH:4][CH:3]=1.[Cl:26]C1C=C(C=CC=1)CN, predict the reaction product. The product is: [Cl:26][C:6]1[CH:7]=[C:2]([CH:3]=[CH:4][CH:5]=1)[CH2:1][NH:8][C:9]([C:11]1[S:12][CH:13]=[CH:14][C:15]=1[NH:16][C:17]1[C:18]2[CH:25]=[CH:24][NH:23][C:19]=2[N:20]=[CH:21][N:22]=1)=[O:10]. (2) Given the reactants [CH:1]1([NH2:4])[CH2:3][CH2:2]1.C(N(CC)CC)C.[F:12][C:13]1[CH:18]=[C:17]([S:19][C:20]([F:23])([F:22])[F:21])[CH:16]=[CH:15][C:14]=1[N:24]([CH3:28])[C:25](Cl)=[O:26], predict the reaction product. The product is: [CH:1]1([NH:4][C:25](=[O:26])[N:24]([C:14]2[CH:15]=[CH:16][C:17]([S:19][C:20]([F:21])([F:22])[F:23])=[CH:18][C:13]=2[F:12])[CH3:28])[CH2:3][CH2:2]1. (3) Given the reactants [N+:1]([C:4]1[CH:9]=[CH:8][C:7]([C:10]2[CH:11]=[C:12]([CH:17]=[CH:18][CH:19]=2)[C:13]([O:15][CH3:16])=[O:14])=[CH:6][CH:5]=1)([O-])=O, predict the reaction product. The product is: [NH2:1][C:4]1[CH:5]=[CH:6][C:7]([C:10]2[CH:11]=[C:12]([CH:17]=[CH:18][CH:19]=2)[C:13]([O:15][CH3:16])=[O:14])=[CH:8][CH:9]=1. (4) Given the reactants [OH:1][C:2]1[CH:11]=[C:10]2[C:5]([C:6](=[O:12])[CH2:7][CH2:8][O:9]2)=[CH:4][CH:3]=1.[C:13]([Si:17](Cl)([C:24]1[CH:29]=[CH:28][CH:27]=[CH:26][CH:25]=1)[C:18]1[CH:23]=[CH:22][CH:21]=[CH:20][CH:19]=1)([CH3:16])([CH3:15])[CH3:14].N1C=CN=C1.O, predict the reaction product. The product is: [Si:17]([O:1][C:2]1[CH:11]=[C:10]2[C:5]([C:6](=[O:12])[CH2:7][CH2:8][O:9]2)=[CH:4][CH:3]=1)([C:13]([CH3:16])([CH3:15])[CH3:14])([C:24]1[CH:25]=[CH:26][CH:27]=[CH:28][CH:29]=1)[C:18]1[CH:23]=[CH:22][CH:21]=[CH:20][CH:19]=1. (5) Given the reactants [NH2:1][C:2]1[N:3]=[C:4]([NH:17][CH:18]2[CH2:23][CH2:22][N:21]([S:24]([CH2:27][CH2:28][CH2:29]I)(=[O:26])=[O:25])[CH2:20][CH2:19]2)[S:5][C:6]=1[C:7]([C:9]1[C:14]([F:15])=[CH:13][CH:12]=[CH:11][C:10]=1[F:16])=[O:8].[N:31]1[CH:36]=[CH:35][C:34]([SH:37])=[CH:33][CH:32]=1, predict the reaction product. The product is: [NH2:1][C:2]1[N:3]=[C:4]([NH:17][CH:18]2[CH2:23][CH2:22][N:21]([S:24]([CH2:27][CH2:28][CH2:29][S:37][C:34]3[CH:35]=[CH:36][N:31]=[CH:32][CH:33]=3)(=[O:26])=[O:25])[CH2:20][CH2:19]2)[S:5][C:6]=1[C:7]([C:9]1[C:14]([F:15])=[CH:13][CH:12]=[CH:11][C:10]=1[F:16])=[O:8]. (6) Given the reactants Br[C:2]1[CH:3]=[C:4]([C:7]([NH2:9])=[O:8])[NH:5][CH:6]=1.[C:10]([NH:14][C:15]1[C:24]([CH3:25])=[N:23][C:22]2[C:17](=[C:18](B3OC(C)(C)C(C)(C)O3)[CH:19]=[CH:20][CH:21]=2)[N:16]=1)([CH3:13])([CH3:12])[CH3:11].[O-]P([O-])([O-])=O.[K+].[K+].[K+].CC(C1C=C(C(C)C)C(C2C=CC=CC=2P(C2CCCCC2)C2CCCCC2)=C(C(C)C)C=1)C, predict the reaction product. The product is: [C:10]([NH:14][C:15]1[C:24]([CH3:25])=[N:23][C:22]2[C:17]([N:16]=1)=[C:18]([C:2]1[CH:3]=[C:4]([C:7]([NH2:9])=[O:8])[NH:5][CH:6]=1)[CH:19]=[CH:20][CH:21]=2)([CH3:13])([CH3:12])[CH3:11]. (7) Given the reactants C(OC(=O)[NH:7][C:8]1[C:13]([CH3:14])=[CH:12][CH:11]=[CH:10][C:9]=1[O:15][CH2:16][CH2:17][CH2:18][Br:19])(C)(C)C, predict the reaction product. The product is: [Br:19][CH2:18][CH2:17][CH2:16][O:15][C:9]1[CH:10]=[CH:11][CH:12]=[C:13]([CH3:14])[C:8]=1[NH2:7].